Dataset: Full USPTO retrosynthesis dataset with 1.9M reactions from patents (1976-2016). Task: Predict the reactants needed to synthesize the given product. (1) The reactants are: [N+:1]([C:4]1[CH:5]=[C:6]2[C:11](=[C:12]([C:14]([OH:16])=[O:15])[CH:13]=1)[N:10]=[CH:9][NH:8][C:7]2=[O:17])([O-:3])=[O:2].S(=O)(=O)(O)O.[OH-].[Na+].[CH3:25]O. Given the product [N+:1]([C:4]1[CH:5]=[C:6]2[C:11](=[C:12]([C:14]([O:16][CH3:25])=[O:15])[CH:13]=1)[N:10]=[CH:9][NH:8][C:7]2=[O:17])([O-:3])=[O:2], predict the reactants needed to synthesize it. (2) Given the product [C:3]1([CH2:2][CH2:1][C:12]2[C:13]3[CH:20]=[CH:19][NH:18][C:14]=3[N:15]=[CH:16][N:17]=2)[CH:8]=[CH:7][CH:6]=[CH:5][CH:4]=1, predict the reactants needed to synthesize it. The reactants are: [CH2:1]([Mg]Br)[CH2:2][C:3]1[CH:8]=[CH:7][CH:6]=[CH:5][CH:4]=1.Cl[C:12]1[C:13]2[CH:20]=[CH:19][NH:18][C:14]=2[N:15]=[CH:16][N:17]=1.[NH4+].[Cl-]. (3) The reactants are: Br[C:2]1[CH:3]=[C:4]([C:8]2[N:13]=[C:12]([C:14]3[CH:19]=[CH:18][C:17]([C:20]([F:23])([F:22])[F:21])=[C:16]([CH3:24])[CH:15]=3)[CH:11]=[C:10]([C:25]([F:28])([F:27])[F:26])[N:9]=2)[CH:5]=[CH:6][CH:7]=1.[NH2:29][C:30]1[CH:35]=[CH:34][C:33](B2OC(C)(C)C(C)(C)O2)=[CH:32][N:31]=1. Given the product [CH3:24][C:16]1[CH:15]=[C:14]([C:12]2[CH:11]=[C:10]([C:25]([F:28])([F:27])[F:26])[N:9]=[C:8]([C:4]3[CH:3]=[C:2]([C:33]4[CH:34]=[CH:35][C:30]([NH2:29])=[N:31][CH:32]=4)[CH:7]=[CH:6][CH:5]=3)[N:13]=2)[CH:19]=[CH:18][C:17]=1[C:20]([F:23])([F:22])[F:21], predict the reactants needed to synthesize it. (4) Given the product [CH3:1][C@H:2]1[CH2:3][C:4](=[O:5])[C:6](=[C:7]([CH3:8])[CH3:9])[CH2:10][CH2:11]1, predict the reactants needed to synthesize it. The reactants are: [CH3:1][C:2]1[CH2:11][CH2:10][C:6](=[C:7]([CH3:9])[CH3:8])[C:4](=[O:5])[CH:3]=1.[H][H]. (5) Given the product [O:1]1[C:5]2[CH:6]=[CH:7][C:8](/[CH:10]=[CH:11]\[C@@H:12]3[C@H:16]4[O:17][CH2:18][C@H:19]([NH:20][C:21]([NH:23][CH:24]5[CH2:29][CH2:28][CH2:27][CH2:26][CH2:25]5)=[O:22])[C@H:15]4[O:14][CH2:13]3)=[CH:9][C:4]=2[O:3][CH2:2]1, predict the reactants needed to synthesize it. The reactants are: [O:1]1[C:5]2[CH:6]=[CH:7][C:8]([C:10]#[C:11][C@@H:12]3[C@H:16]4[O:17][CH2:18][C@H:19]([NH:20][C:21]([NH:23][CH:24]5[CH2:29][CH2:28][CH2:27][CH2:26][CH2:25]5)=[O:22])[C@H:15]4[O:14][CH2:13]3)=[CH:9][C:4]=2[O:3][CH2:2]1.C(OCC)(=O)C.N1C2C(=CC=CC=2)C=CC1=O. (6) The reactants are: Cl[C:2]1[N:7]=[CH:6][C:5]([O:8][C:9]2[CH:18]=[C:17]([F:19])[CH:16]=[CH:15][C:10]=2[C:11]([O:13][CH3:14])=[O:12])=[CH:4][C:3]=1[F:20].[C:21](=[O:28])([O:23][C:24]([CH3:27])([CH3:26])[CH3:25])[NH2:22].C(=O)([O-])[O-].[Cs+].[Cs+].CC1(C)C2C=CC=C(P(C3C=CC=CC=3)C3C=CC=CC=3)C=2OC2C1=CC=CC=2P(C1C=CC=CC=1)C1C=CC=CC=1. Given the product [C:24]([O:23][C:21]([NH:22][C:2]1[N:7]=[CH:6][C:5]([O:8][C:9]2[CH:18]=[C:17]([F:19])[CH:16]=[CH:15][C:10]=2[C:11]([O:13][CH3:14])=[O:12])=[CH:4][C:3]=1[F:20])=[O:28])([CH3:27])([CH3:26])[CH3:25], predict the reactants needed to synthesize it. (7) Given the product [OH:1][C:2]1[CH:7]=[CH:6][C:5]([CH3:8])=[CH:4][C:3]=1[N:9]1[N:13]=[C:12]2[CH:14]=[CH:15][CH:16]=[CH:17][C:11]2=[N:10]1.[CH3:8][C:5]1[CH:6]=[CH:7][C:2]([O:1][CH:18]=[C:32]([CH3:31])[CH3:27])=[C:3]([N:9]2[N:13]=[C:12]3[CH:14]=[CH:15][CH:16]=[CH:17][C:11]3=[N:10]2)[CH:4]=1.[CH2:18]([N:10]1[C:11]2[CH:17]=[CH:16][CH:15]=[CH:14][C:12]=2[NH:13][N:9]1[C:3]1[CH:4]=[C:5]([CH3:8])[CH:6]=[CH:7][C:2]=1[OH:1])[C:32](=[CH2:31])[CH3:27], predict the reactants needed to synthesize it. The reactants are: [OH:1][C:2]1[CH:7]=[CH:6][C:5]([CH3:8])=[CH:4][C:3]=1[N:9]1[N:13]=[C:12]2[CH:14]=[CH:15][CH:16]=[CH:17][C:11]2=[N:10]1.[CH2:18](N(CC)CC)C.CN(C)[C:27]1[CH:32]=[CH:31]C=CC=1. (8) Given the product [CH2:1]([O:3][C:4](=[O:32])[CH2:5][C@H:6]([NH:20][C:21](=[O:31])[CH2:22][CH2:23][C:24]1[N:25]([CH2:26][CH2:27][C:28]#[N:29])[N:72]=[N:71][N:70]=1)[CH2:7][C:8]1[CH:13]=[CH:12][C:11]([C:14]2[CH:15]=[CH:16][CH:17]=[CH:18][CH:19]=2)=[CH:10][CH:9]=1)[CH3:2], predict the reactants needed to synthesize it. The reactants are: [CH2:1]([O:3][C:4](=[O:32])[CH2:5][C@H:6]([NH:20][C:21](=[O:31])[CH2:22][CH2:23][C:24](=O)[NH:25][CH2:26][CH2:27][C:28]#[N:29])[CH2:7][C:8]1[CH:13]=[CH:12][C:11]([C:14]2[CH:19]=[CH:18][CH:17]=[CH:16][CH:15]=2)=[CH:10][CH:9]=1)[CH3:2].C1C=CC(P(C2C=CC=CC=2)C2C=CC=CC=2)=CC=1.CC(OC(/N=N/C(OC(C)C)=O)=O)C.C[Si]([N:70]=[N+:71]=[N-:72])(C)C. (9) Given the product [Cl:1][C:14]1[CH:15]=[CH:16][C:17]2[C:22](=[CH:21][CH:20]=[CH:19][CH:18]=2)[C:13]=1[O:12][P:11](=[N:2][C@@H:3]([CH3:10])[C:4]([O:6][CH:7]([CH3:9])[CH3:8])=[O:5])=[O:23], predict the reactants needed to synthesize it. The reactants are: [ClH:1].[NH2:2][C@@H:3]([CH3:10])[C:4]([O:6][CH:7]([CH3:9])[CH3:8])=[O:5].[P:11](Cl)(Cl)(=[O:23])[O:12][C:13]1[C:22]2[C:17](=[CH:18][CH:19]=[CH:20][CH:21]=2)[CH:16]=[CH:15][CH:14]=1.C(N(CC)CC)C.